Dataset: Reaction yield outcomes from USPTO patents with 853,638 reactions. Task: Predict the reaction yield, written as a fraction of the theoretical maximum amount of product (1.0 means a 100% yield; for example, 0.34 means a 34% yield). (1) The reactants are [F:1][C:2]([F:12])([F:11])[C:3]1[CH:8]=[CH:7][N:6]=[C:5]([CH:9]=O)[CH:4]=1.[Br:13][C:14]1[CH:15]=[C:16]([NH2:21])[C:17]([NH2:20])=[CH:18][CH:19]=1. The catalyst is C1COCC1. The product is [Br:13][C:14]1[CH:19]=[CH:18][C:17]2[N:20]=[C:9]([C:5]3[CH:4]=[C:3]([C:2]([F:12])([F:11])[F:1])[CH:8]=[CH:7][N:6]=3)[NH:21][C:16]=2[CH:15]=1. The yield is 0.451. (2) The reactants are N[C:2]1[CH:3]=[CH:4][C:5]([C:12]2[CH:17]=[CH:16][C:15]([O:18][Si:19]([C:22]([CH3:25])([CH3:24])[CH3:23])([CH3:21])[CH3:20])=[C:14]([O:26][CH3:27])[CH:13]=2)=[C:6]2[C:10]=1[C:9](=[O:11])[NH:8][CH2:7]2.[I-:28].[K+].II.[N+]([O-])(OC(C)(C)C)=O. The catalyst is C(#N)C.[Cu](I)I. The product is [I:28][C:2]1[CH:3]=[CH:4][C:5]([C:12]2[CH:17]=[CH:16][C:15]([O:18][Si:19]([C:22]([CH3:24])([CH3:23])[CH3:25])([CH3:21])[CH3:20])=[C:14]([O:26][CH3:27])[CH:13]=2)=[C:6]2[C:10]=1[C:9](=[O:11])[NH:8][CH2:7]2. The yield is 0.620. (3) The reactants are Cl.[CH3:2][O:3][C:4]([C:6]1[CH:7]=[C:8]2[C:13](=[C:14]([C@H:16]3[CH2:20][CH2:19][CH2:18][N:17]3C(OC(C)(C)C)=O)[CH:15]=1)[O:12][C:11]([N:28]1[CH2:33][CH2:32][O:31][CH2:30][CH2:29]1)=[CH:10][C:9]2=[O:34])=[O:5]. The catalyst is C(Cl)Cl. The product is [O:31]1[CH2:30][CH2:29][N:28]([C:11]2[O:12][C:13]3[C:8]([C:9](=[O:34])[CH:10]=2)=[CH:7][C:6]([C:4]([O:3][CH3:2])=[O:5])=[CH:15][C:14]=3[C@H:16]2[CH2:20][CH2:19][CH2:18][NH:17]2)[CH2:33][CH2:32]1. The yield is 0.880. (4) The reactants are [F:1][C:2]1[CH:7]=[C:6]([F:8])[CH:5]=[CH:4][C:3]=1[C:9]1[N:10]=[N:11][N:12]([CH:14]2[CH2:18][NH:17][CH:16]([C:19]([N:21]3[CH2:26][CH2:25][N:24]([C:27]4[CH:34]=[CH:33][CH:32]=[CH:31][C:28]=4[C:29]#[N:30])[CH2:23][CH2:22]3)=[O:20])[CH2:15]2)[N:13]=1.[Cl:35][C:36]1[CH:43]=[CH:42][C:39]([CH:40]=O)=[CH:38][CH:37]=1. No catalyst specified. The product is [Cl:35][C:36]1[CH:43]=[CH:42][C:39]([CH2:40][N:17]2[CH2:18][C@@H:14]([N:12]3[N:11]=[N:10][C:9]([C:3]4[CH:4]=[CH:5][C:6]([F:8])=[CH:7][C:2]=4[F:1])=[N:13]3)[CH2:15][C@H:16]2[C:19]([N:21]2[CH2:22][CH2:23][N:24]([C:27]3[CH:34]=[CH:33][CH:32]=[CH:31][C:28]=3[C:29]#[N:30])[CH2:25][CH2:26]2)=[O:20])=[CH:38][CH:37]=1. The yield is 0.110. (5) The reactants are [ClH:1].[NH2:2][C@H:3]([C:8]([OH:10])=[O:9])[CH2:4][CH2:5][CH2:6][NH2:7].[CH3:11]O. No catalyst specified. The product is [ClH:1].[CH3:11][O:9][C:8](=[O:10])[C@H:3]([CH2:4][CH2:5][CH2:6][NH2:7])[NH2:2]. The yield is 0.970. (6) The reactants are Br[C:2]1[CH:8]=[C:7]([N+:9]([O-:11])=[O:10])[CH:6]=[CH:5][C:3]=1[NH2:4].[C:12]([CH:14]1[CH2:16][CH2:15]1)#[CH:13]. The catalyst is C(N(CC)CC)C.[Cu]I.Cl[Pd](Cl)([P](C1C=CC=CC=1)(C1C=CC=CC=1)C1C=CC=CC=1)[P](C1C=CC=CC=1)(C1C=CC=CC=1)C1C=CC=CC=1. The product is [CH:14]1([C:12]#[C:13][C:2]2[CH:8]=[C:7]([N+:9]([O-:11])=[O:10])[CH:6]=[CH:5][C:3]=2[NH2:4])[CH2:16][CH2:15]1. The yield is 0.230. (7) The reactants are [Br:1]N1C(=O)CCC1=O.C1(P(C2C=CC=CC=2)C2C=CC=CC=2)C=CC=CC=1.[Br:28][C:29]1[CH:34]=[CH:33][C:32]([CH2:35][O:36][CH2:37][CH2:38]O)=[CH:31][CH:30]=1. The catalyst is C(Cl)Cl.[Al]. The product is [Br:28][C:29]1[CH:34]=[CH:33][C:32]([CH2:35][O:36][CH2:37][CH2:38][Br:1])=[CH:31][CH:30]=1. The yield is 0.490.